Task: Predict hERG channel inhibition at various concentrations.. Dataset: hERG Central: cardiac toxicity at 1µM, 10µM, and general inhibition (1) The drug is O=C(Nc1cccc(-c2cccc(Cl)c2)c1)C1CCN(Cc2ccon2)CC1. Results: hERG_inhib (hERG inhibition (general)): blocker. (2) The drug is C=CCNC(=O)c1cc2c(=O)n3cc(C)ccc3nc2nc1NCC1CCCO1. Results: hERG_inhib (hERG inhibition (general)): blocker. (3) The compound is O=C(CN1C(=O)/C(=C2\SC(=S)N(CCS(=O)(=O)O)C2=O)c2ccccc21)Nc1cccc(Br)c1. Results: hERG_inhib (hERG inhibition (general)): blocker. (4) The drug is Cc1c(/C=N/NC(N)=O)c2ccccn2c1C(=O)c1ccncc1.Cl. Results: hERG_inhib (hERG inhibition (general)): blocker. (5) The drug is Cc1c(Cl)cccc1NC(=S)N(CCN(C)C)C(C)c1ccco1. Results: hERG_inhib (hERG inhibition (general)): blocker. (6) The compound is Cc1ccc(-c2nc3ccccc3c(=O)n2CCCn2ccnc2)cc1. Results: hERG_inhib (hERG inhibition (general)): blocker. (7) The drug is CCCCN(C)CCCNC(=O)CCn1nc(-c2ccccc2)ccc1=O. Results: hERG_inhib (hERG inhibition (general)): blocker. (8) The compound is O=[N+]([O-])c1ccc(-c2nnc(-c3ccccc3)c(NCCCO)n2)cc1. Results: hERG_inhib (hERG inhibition (general)): blocker. (9) The molecule is CCOC(=O)C1CCCN(Cc2nc(N)nc(Nc3ccccc3OC)n2)C1. Results: hERG_inhib (hERG inhibition (general)): blocker.